Dataset: Peptide-MHC class II binding affinity with 134,281 pairs from IEDB. Task: Regression. Given a peptide amino acid sequence and an MHC pseudo amino acid sequence, predict their binding affinity value. This is MHC class II binding data. (1) The peptide sequence is YDKFLANVSTKLTGK. The MHC is DRB1_1101 with pseudo-sequence DRB1_1101. The binding affinity (normalized) is 0.623. (2) The peptide sequence is KLIEKINAGFKAALAAAAGV. The MHC is DRB1_0802 with pseudo-sequence DRB1_0802. The binding affinity (normalized) is 0.879.